Regression. Given a peptide amino acid sequence and an MHC pseudo amino acid sequence, predict their binding affinity value. This is MHC class II binding data. From a dataset of Peptide-MHC class II binding affinity with 134,281 pairs from IEDB. (1) The peptide sequence is VAIKGPLRISASSAA. The binding affinity (normalized) is 0.418. The MHC is HLA-DQA10303-DQB10402 with pseudo-sequence HLA-DQA10303-DQB10402. (2) The peptide sequence is QGSVITVQGADDIKK. The MHC is DRB1_1302 with pseudo-sequence DRB1_1302. The binding affinity (normalized) is 0.306. (3) The peptide sequence is SGGNHMLLDGVSVVA. The MHC is DRB5_0101 with pseudo-sequence DRB5_0101. The binding affinity (normalized) is 0.217. (4) The peptide sequence is VSSKRNLADAVSKAP. The MHC is DRB1_0405 with pseudo-sequence DRB1_0405. The binding affinity (normalized) is 0.234.